From a dataset of Tox21: 12 toxicity assays (nuclear receptors and stress response pathways). Binary classification across 12 toxicity assays. The molecule is COP(=S)(OC)Oc1c(Cl)cc(C)cc1Cl. It tested positive (active) for: NR-AhR (Aryl hydrocarbon Receptor agonist activity), NR-ER (Estrogen Receptor agonist activity), and SR-MMP (Mitochondrial Membrane Potential disruption).